The task is: Predict the reactants needed to synthesize the given product.. This data is from Full USPTO retrosynthesis dataset with 1.9M reactions from patents (1976-2016). (1) Given the product [F:1][C:2]1[CH:7]=[C:6]([I:8])[CH:5]=[CH:4][C:3]=1[NH:9][C:10]1[S:18][C:13]2=[N:14][CH:15]=[CH:16][CH:17]=[C:12]2[C:11]=1[C:19]([NH2:24])=[O:21], predict the reactants needed to synthesize it. The reactants are: [F:1][C:2]1[CH:7]=[C:6]([I:8])[CH:5]=[CH:4][C:3]=1[NH:9][C:10]1[S:18][C:13]2=[N:14][CH:15]=[CH:16][CH:17]=[C:12]2[C:11]=1[C:19]([O:21]CC)=O.[NH3:24].C(Cl)Cl. (2) Given the product [NH2:16][C:17]1[CH:24]=[CH:23][C:20]([CH2:21][NH:22][C:9](=[O:10])[O:11][C:12]([CH3:13])([CH3:14])[CH3:15])=[CH:19][CH:18]=1, predict the reactants needed to synthesize it. The reactants are: [CH3:13][C:12]([O:11][C:9](O[C:9]([O:11][C:12]([CH3:15])([CH3:14])[CH3:13])=[O:10])=[O:10])([CH3:15])[CH3:14].[NH2:16][C:17]1[CH:24]=[CH:23][C:20]([CH2:21][NH2:22])=[CH:19][CH:18]=1.CCN(CC)CC. (3) Given the product [CH3:38][C:35]1[S:34][C:33]([CH2:32][N:7]2[C:6]3[CH:8]=[C:9]([C:11]4[CH:16]=[CH:15][CH:14]=[CH:13][CH:12]=4)[S:10][C:5]=3[C:4](=[O:17])[N:3]([CH:18]3[CH2:23][CH2:22][N:21]([C:24]([O:26][C:27]([CH3:30])([CH3:29])[CH3:28])=[O:25])[CH2:20][CH2:19]3)[C:2]2=[O:1])=[N:37][CH:36]=1, predict the reactants needed to synthesize it. The reactants are: [O:1]=[C:2]1[NH:7][C:6]2[CH:8]=[C:9]([C:11]3[CH:16]=[CH:15][CH:14]=[CH:13][CH:12]=3)[S:10][C:5]=2[C:4](=[O:17])[N:3]1[CH:18]1[CH2:23][CH2:22][N:21]([C:24]([O:26][C:27]([CH3:30])([CH3:29])[CH3:28])=[O:25])[CH2:20][CH2:19]1.Cl[CH2:32][C:33]1[S:34][C:35]([CH3:38])=[CH:36][N:37]=1.C(=O)([O-])[O-].[K+].[K+]. (4) Given the product [CH3:39][O:40][C:41](=[O:46])[C@H:42]([OH:45])[CH2:43][NH:44][C:27](=[O:28])[C:26]1[CH:25]=[CH:24][C:23]([CH:18]([O:17][C:14]2[CH:15]=[CH:16][C:11]([C:8]3[CH:7]=[CH:6][C:5]([C:1]([CH3:2])([CH3:4])[CH3:3])=[CH:10][CH:9]=3)=[CH:12][CH:13]=2)[CH2:19][CH:20]([CH3:22])[CH3:21])=[CH:31][CH:30]=1, predict the reactants needed to synthesize it. The reactants are: [C:1]([C:5]1[CH:10]=[CH:9][C:8]([C:11]2[CH:16]=[CH:15][C:14]([O:17][CH:18]([C:23]3[CH:31]=[CH:30][C:26]([C:27](O)=[O:28])=[CH:25][CH:24]=3)[CH2:19][CH:20]([CH3:22])[CH3:21])=[CH:13][CH:12]=2)=[CH:7][CH:6]=1)([CH3:4])([CH3:3])[CH3:2].C(N(CC)CC)C.[CH3:39][O:40][C:41](=[O:46])[C@H:42]([OH:45])[CH2:43][NH2:44].CCN=C=NCCCN(C)C. (5) Given the product [F:5][C:6]1[CH:7]=[CH:8][C:9]2[N:13]=[C:12]([C:14]3[CH:22]=[CH:21][CH:20]=[C:19]4[C:15]=3[C:16]([C:39]([F:42])([F:40])[F:41])=[N:17][N:18]4[C:23]3[CH:30]=[CH:29][C:26]([C:27]([NH2:28])=[O:1])=[C:25]([NH:31][C@H:32]4[CH2:33][CH2:34][C@H:35]([OH:38])[CH2:36][CH2:37]4)[CH:24]=3)[NH:11][C:10]=2[CH:43]=1, predict the reactants needed to synthesize it. The reactants are: [OH-:1].[Na+].OO.[F:5][C:6]1[CH:7]=[CH:8][C:9]2[N:13]=[C:12]([C:14]3[CH:22]=[CH:21][CH:20]=[C:19]4[C:15]=3[C:16]([C:39]([F:42])([F:41])[F:40])=[N:17][N:18]4[C:23]3[CH:30]=[CH:29][C:26]([C:27]#[N:28])=[C:25]([NH:31][C@H:32]4[CH2:37][CH2:36][C@H:35]([OH:38])[CH2:34][CH2:33]4)[CH:24]=3)[NH:11][C:10]=2[CH:43]=1.[Cl-].[Na+]. (6) Given the product [ClH:30].[C:1]1([CH2:7][CH2:8][CH2:9][O:10][CH2:11][C@@H:12]2[CH2:16][CH2:15][N:14]([C:17]3[CH:18]=[N:19][CH:20]=[C:21]([O:23][CH2:24][C@@H:25]4[CH2:29][CH2:28][CH2:27][NH:26]4)[CH:22]=3)[CH2:13]2)[CH:2]=[CH:3][CH:4]=[CH:5][CH:6]=1, predict the reactants needed to synthesize it. The reactants are: [C:1]1([CH2:7][CH2:8][CH2:9][O:10][CH2:11][C@@H:12]2[CH2:16][CH2:15][N:14]([C:17]3[CH:18]=[N:19][CH:20]=[C:21]([O:23][CH2:24][C@@H:25]4[CH2:29][CH2:28][CH2:27][NH:26]4)[CH:22]=3)[CH2:13]2)[CH:6]=[CH:5][CH:4]=[CH:3][CH:2]=1.[ClH:30].